From a dataset of Reaction yield outcomes from USPTO patents with 853,638 reactions. Predict the reaction yield, written as a fraction of the theoretical maximum amount of product (1.0 means a 100% yield; for example, 0.34 means a 34% yield). (1) The reactants are [O:1]1[CH2:4][CH:3]([N:5]2[CH2:10][CH2:9][N:8]([C:11]3[CH:16]=[CH:15][C:14]([N:17]([C:25]4[C:26]5[N:27]([CH:44]=[CH:45][N:46]=5)[CH:28]=[C:29]([Sn](CCCC)(CCCC)CCCC)[N:30]=4)[C:18](=[O:24])[O:19][C:20]([CH3:23])([CH3:22])[CH3:21])=[CH:13][CH:12]=3)[CH2:7][CH2:6]2)[CH2:2]1.[C:47]([O:51][C:52]([N:54]([C:62]([O:64][C:65]([CH3:68])([CH3:67])[CH3:66])=[O:63])[C:55]1[CH:60]=[N:59][CH:58]=[C:57](Br)[N:56]=1)=[O:53])([CH3:50])([CH3:49])[CH3:48]. The catalyst is Cl[Pd](Cl)([P](C1C=CC=CC=1)(C1C=CC=CC=1)C1C=CC=CC=1)[P](C1C=CC=CC=1)(C1C=CC=CC=1)C1C=CC=CC=1.O1CCOCC1. The product is [C:47]([O:51][C:52]([N:54]([C:62]([O:64][C:65]([CH3:68])([CH3:67])[CH3:66])=[O:63])[C:55]1[N:56]=[C:57]([C:29]2[N:30]=[C:25]([N:17]([C:14]3[CH:13]=[CH:12][C:11]([N:8]4[CH2:7][CH2:6][N:5]([CH:3]5[CH2:2][O:1][CH2:4]5)[CH2:10][CH2:9]4)=[CH:16][CH:15]=3)[C:18](=[O:24])[O:19][C:20]([CH3:22])([CH3:21])[CH3:23])[C:26]3[N:46]([CH:45]=[CH:44][N:27]=3)[CH:28]=2)[CH:58]=[N:59][CH:60]=1)=[O:53])([CH3:50])([CH3:49])[CH3:48]. The yield is 0.460. (2) The reactants are Br[C:2]1[CH:7]=[CH:6][C:5]([NH:8][N:9]2[CH2:14][CH2:13][N:12]([CH3:15])[CH2:11][CH2:10]2)=[C:4]([N+:16]([O-:18])=[O:17])[CH:3]=1.[F:19][C:20]1[CH:21]=[CH:22][C:23]2=[C:24]([CH:45]=1)[O:25][CH2:26][C:27]1[C:43]([F:44])=[CH:42][CH:41]=[CH:40][C:28]=1/[C:29]/2=[CH:30]\B1OC(C)(C)C(C)(C)O1.C1(P(C2C=CC=CC=2)C2C=CC=CC=2)C=CC=CC=1.C([O-])(=O)C.[K+]. The catalyst is O1CCOCC1.O.O.C([O-])(=O)C.[Pd+2].C([O-])(=O)C. The product is [F:19][C:20]1[CH:21]=[CH:22][C:23]2=[C:24]([CH:45]=1)[O:25][CH2:26][C:27]1[C:43]([F:44])=[CH:42][CH:41]=[CH:40][C:28]=1/[C:29]/2=[CH:30]\[C:2]1[CH:7]=[CH:6][C:5]([NH:8][N:9]2[CH2:14][CH2:13][N:12]([CH3:15])[CH2:11][CH2:10]2)=[C:4]([N+:16]([O-:18])=[O:17])[CH:3]=1. The yield is 0.550. (3) The reactants are [O:1]=[C:2]1[NH:7][C:6]([C:8]2[CH:13]=[CH:12][C:11]([C:14]([F:17])([F:16])[F:15])=[CH:10][CH:9]=2)=[CH:5][N:4]2[C:18]([C:21]#[N:22])=[CH:19][CH:20]=[C:3]12.[OH-:23].[Li+].OO. The catalyst is O1CCCC1.O. The product is [O:1]=[C:2]1[NH:7][C:6]([C:8]2[CH:13]=[CH:12][C:11]([C:14]([F:15])([F:17])[F:16])=[CH:10][CH:9]=2)=[CH:5][N:4]2[C:18]([C:21]([NH2:22])=[O:23])=[CH:19][CH:20]=[C:3]12. The yield is 0.610. (4) The reactants are [NH2:1][C:2]1[S:6][C:5]2[CH2:7][CH2:8][CH2:9][CH2:10][C:4]=2[C:3]=1[C:11]([C:13]1[CH:18]=[CH:17][C:16]([O:19][CH3:20])=[CH:15][CH:14]=1)=O.[F:21][C:22]([F:30])([F:29])[C:23](=[O:28])[CH2:24][C:25](=O)[CH3:26]. The catalyst is C(O)(=O)C.S(=O)(=O)(O)O. The product is [F:21][C:22]([F:30])([F:29])[C:23]([C:24]1[C:11]([C:13]2[CH:18]=[CH:17][C:16]([O:19][CH3:20])=[CH:15][CH:14]=2)=[C:3]2[C:4]3[CH2:10][CH2:9][CH2:8][CH2:7][C:5]=3[S:6][C:2]2=[N:1][C:25]=1[CH3:26])=[O:28]. The yield is 0.250. (5) The reactants are C1(P(C2C=CC=CC=2)C2C=CC=CC=2)C=CC=CC=1.[C:20]1(=[O:30])[NH:24][C:23](=[O:25])[C:22]2=[CH:26][CH:27]=[CH:28][CH:29]=[C:21]12.N([C:33]([O:35][CH2:36][CH3:37])=O)=N[C:33]([O:35][CH2:36][CH3:37])=O.C1O[C@@H]1CO. The catalyst is C1COCC1. The product is [O:35]1[CH2:33][C@H:36]1[CH2:37][N:24]1[C:20](=[O:30])[C:21]2=[CH:29][CH:28]=[CH:27][CH:26]=[C:22]2[C:23]1=[O:25]. The yield is 0.500.